The task is: Regression. Given two drug SMILES strings and cell line genomic features, predict the synergy score measuring deviation from expected non-interaction effect.. This data is from NCI-60 drug combinations with 297,098 pairs across 59 cell lines. Drug 1: C1=NC(=NC(=O)N1C2C(C(C(O2)CO)O)O)N. Drug 2: CCN(CC)CCNC(=O)C1=C(NC(=C1C)C=C2C3=C(C=CC(=C3)F)NC2=O)C. Cell line: SR. Synergy scores: CSS=29.2, Synergy_ZIP=-2.40, Synergy_Bliss=-1.59, Synergy_Loewe=-7.36, Synergy_HSA=-1.98.